This data is from Reaction yield outcomes from USPTO patents with 853,638 reactions. The task is: Predict the reaction yield, written as a fraction of the theoretical maximum amount of product (1.0 means a 100% yield; for example, 0.34 means a 34% yield). (1) The reactants are [CH2:1]([C@H:8]([C@@H:20]([CH2:32][C:33]1[CH:38]=[CH:37][CH:36]=[CH:35][CH:34]=1)[C:21](N1[C@@H](C(C)C)COC1=O)=[O:22])[C:9](N1[C@@H](C(C)C)COC1=O)=[O:10])[C:2]1[CH:7]=[CH:6][CH:5]=[CH:4][CH:3]=1.OO.[OH-:41].[Li+].S([O-])([O-])=[O:44].[Na+].[Na+]. The catalyst is [Cl-].[Na+].O.O.C1COCC1. The product is [CH2:32]([C@H:20]([C@@H:8]([CH2:1][C:2]1[CH:3]=[CH:4][CH:5]=[CH:6][CH:7]=1)[C:9]([OH:10])=[O:44])[C:21]([OH:22])=[O:41])[C:33]1[CH:38]=[CH:37][CH:36]=[CH:35][CH:34]=1. The yield is 1.00. (2) The reactants are C(N(CC)CC)C.[CH:8]([C:10]1[C:14]2[CH2:15][N:16]([C:19]([O:21][C:22]([CH3:25])([CH3:24])[CH3:23])=[O:20])[CH2:17][CH2:18][C:13]=2[N:12]([CH3:26])[N:11]=1)=[O:9].[CH:27](=[N:34][C:35]1[CH:40]=[CH:39][CH:38]=[C:37]([O:41][CH3:42])[CH:36]=1)[C:28]1[CH:33]=[CH:32][CH:31]=[CH:30][CH:29]=1. The catalyst is [Cl-].C([N+]1C(C)=C(CCO)SC=1)C1C=CC=CC=1.C(O)C. The product is [CH3:42][O:41][C:37]1[CH:36]=[C:35]([NH:34][CH:27]([C:28]2[CH:33]=[CH:32][CH:31]=[CH:30][CH:29]=2)[C:8]([C:10]2[C:14]3[CH2:15][N:16]([C:19]([O:21][C:22]([CH3:23])([CH3:25])[CH3:24])=[O:20])[CH2:17][CH2:18][C:13]=3[N:12]([CH3:26])[N:11]=2)=[O:9])[CH:40]=[CH:39][CH:38]=1. The yield is 0.570. (3) The reactants are [N:1]1([CH2:6][CH2:7][O:8][C:9]2[CH:14]=[CH:13][C:12]([NH2:15])=[CH:11][CH:10]=2)[CH2:5][CH2:4][CH2:3][CH2:2]1.[O:16]1[CH2:21][CH2:20][CH2:19][CH2:18][CH:17]1[O:22][C:23]1[CH:24]=[C:25]([CH:28]=[CH:29][CH:30]=1)[CH:26]=O.S([O-])([O-])(=O)=O.[Mg+2].[BH4-].[Na+].C(=O)(O)[O-].[Na+]. The catalyst is C(Cl)Cl.O.CO. The product is [N:1]1([CH2:6][CH2:7][O:8][C:9]2[CH:10]=[CH:11][C:12]([NH:15][CH2:26][C:25]3[CH:28]=[CH:29][CH:30]=[C:23]([O:22][CH:17]4[CH2:18][CH2:19][CH2:20][CH2:21][O:16]4)[CH:24]=3)=[CH:13][CH:14]=2)[CH2:5][CH2:4][CH2:3][CH2:2]1. The yield is 0.640. (4) No catalyst specified. The yield is 0.730. The reactants are [CH:1]([C:4]1[CH:9]=[C:8]([CH:10]([CH3:12])[CH3:11])[CH:7]=[CH:6][C:5]=1[S:13]([C:16]1[CH:21]=[CH:20][CH:19]=[CH:18][CH:17]=1)(=[O:15])=[O:14])([CH3:3])[CH3:2].[Cl:22][S:23](O)(=[O:25])=[O:24].Cl. The product is [CH:10]([C:8]1[CH:9]=[C:4]([CH:1]([CH3:2])[CH3:3])[C:5]([S:13]([C:16]2[CH:17]=[CH:18][CH:19]=[CH:20][CH:21]=2)(=[O:15])=[O:14])=[CH:6][C:7]=1[S:23]([Cl:22])(=[O:25])=[O:24])([CH3:12])[CH3:11]. (5) The reactants are [O:1]=[C:2]1[CH2:6][CH2:5][CH2:4][CH:3]1[C:7]([O:9][CH2:10][CH3:11])=[O:8].C(=O)([O-])[O-].[K+].[K+].Br[CH2:19][CH2:20][CH2:21][CH2:22][CH2:23][CH3:24]. The catalyst is CC(C)=O. The product is [CH2:19]([C:3]1([C:7]([O:9][CH2:10][CH3:11])=[O:8])[CH2:4][CH2:5][CH2:6][C:2]1=[O:1])[CH2:20][CH2:21][CH2:22][CH2:23][CH3:24]. The yield is 0.873. (6) The product is [Br:23][C:20]1[CH:19]=[CH:18][C:17]([C@@H:15]([N:11]2[CH2:10][CH2:9][C@:8]([CH2:7][C:6]3[O:3][C:1]([CH3:2])=[N:4][N:5]=3)([C:24]3[CH:29]=[CH:28][CH:27]=[CH:26][CH:25]=3)[O:13][C:12]2=[O:14])[CH3:16])=[CH:22][CH:21]=1. The yield is 0.580. The catalyst is C(Cl)Cl. The reactants are [C:1]([NH:4][NH:5][C:6](=O)[CH2:7][C@@:8]1([C:24]2[CH:29]=[CH:28][CH:27]=[CH:26][CH:25]=2)[O:13][C:12](=[O:14])[N:11]([C@H:15]([C:17]2[CH:22]=[CH:21][C:20]([Br:23])=[CH:19][CH:18]=2)[CH3:16])[CH2:10][CH2:9]1)(=[O:3])[CH3:2].N1C=CC=CC=1.S(OS(C(F)(F)F)(=O)=O)(C(F)(F)F)(=O)=O. (7) The product is [CH2:1]([O:3][C:4]([N:5]1[CH:28]=[CH:27][C:21]2[C:16](=[CH:17][C:18]([O:23][CH3:24])=[C:19]([OH:22])[CH:20]=2)[CH:6]1[CH2:7][C:8]1[CH:13]=[CH:12][CH:11]=[C:10]([O:14][CH3:15])[CH:9]=1)=[O:25])[CH3:2]. The catalyst is CC(C)=O.O. The yield is 0.370. The reactants are [CH2:1]([O:3][C:4](=[O:25])[NH:5][CH:6]([C:16]1[CH:21]=[CH:20][C:19]([OH:22])=[C:18]([O:23][CH3:24])[CH:17]=1)[CH2:7][C:8]1[CH:13]=[CH:12][CH:11]=[C:10]([O:14][CH3:15])[CH:9]=1)[CH3:2].Cl.[C:27](OCC)(=O)[CH3:28].CCCCCC. (8) The reactants are [F:1][C:2]1[CH:7]=[CH:6][CH:5]=[C:4]([F:8])[C:3]=1[N:9]1[C:14]2[N:15]=[C:16](S(C)(=O)=O)[N:17]=[C:18]([C:19]3[CH:24]=[CH:23][C:22]([F:25])=[CH:21][C:20]=3[CH3:26])[C:13]=2[CH:12]=[CH:11][C:10]1=[O:31].[NH2:32][CH2:33][CH2:34][CH2:35][N:36]1[CH2:40][CH2:39][CH2:38][C:37]1=[O:41]. No catalyst specified. The product is [F:1][C:2]1[CH:7]=[CH:6][CH:5]=[C:4]([F:8])[C:3]=1[N:9]1[C:14]2[N:15]=[C:16]([NH:32][CH2:33][CH2:34][CH2:35][N:36]3[CH2:40][CH2:39][CH2:38][C:37]3=[O:41])[N:17]=[C:18]([C:19]3[CH:24]=[CH:23][C:22]([F:25])=[CH:21][C:20]=3[CH3:26])[C:13]=2[CH:12]=[CH:11][C:10]1=[O:31]. The yield is 0.850.